Task: Regression. Given a peptide amino acid sequence and an MHC pseudo amino acid sequence, predict their binding affinity value. This is MHC class II binding data.. Dataset: Peptide-MHC class II binding affinity with 134,281 pairs from IEDB The peptide sequence is DINVGFKAAVAAAAG. The MHC is DRB1_0405 with pseudo-sequence DRB1_0405. The binding affinity (normalized) is 0.407.